This data is from Forward reaction prediction with 1.9M reactions from USPTO patents (1976-2016). The task is: Predict the product of the given reaction. (1) Given the reactants [CH3:1][P:2](=[O:7])([O:5][CH3:6])[O:3][CH3:4].[Li]CCCC.CON(C)[C:16](=[O:28])[CH2:17][C:18]1[CH:23]=[CH:22][CH:21]=[C:20]([C:24]([F:27])([F:26])[F:25])[CH:19]=1.CC(O)=O, predict the reaction product. The product is: [CH3:4][O:3][P:2]([CH2:1][C:16](=[O:28])[CH2:17][C:18]1[CH:23]=[CH:22][CH:21]=[C:20]([C:24]([F:26])([F:25])[F:27])[CH:19]=1)(=[O:7])[O:5][CH3:6]. (2) Given the reactants [CH3:1][O:2][C:3]1[CH:4]=[C:5]2[C:10](=[CH:11][C:12]=1[O:13][CH3:14])[N:9]=[CH:8][CH:7]=[C:6]2[O:15][C:16]1[CH:21]=[CH:20][C:19]([NH2:22])=[C:18]([O:23][CH3:24])[CH:17]=1.[CH2:25]([N:27]1[CH:32]=[C:31]([C:33](O)=[O:34])[C:30](=[O:36])[N:29]([C:37]2[CH:42]=[CH:41][C:40]([F:43])=[CH:39][CH:38]=2)[C:28]1=[O:44])[CH3:26], predict the reaction product. The product is: [CH3:1][O:2][C:3]1[CH:4]=[C:5]2[C:10](=[CH:11][C:12]=1[O:13][CH3:14])[N:9]=[CH:8][CH:7]=[C:6]2[O:15][C:16]1[CH:21]=[CH:20][C:19]([NH:22][C:33]([C:31]2[C:30](=[O:36])[N:29]([C:37]3[CH:42]=[CH:41][C:40]([F:43])=[CH:39][CH:38]=3)[C:28](=[O:44])[N:27]([CH2:25][CH3:26])[CH:32]=2)=[O:34])=[C:18]([O:23][CH3:24])[CH:17]=1. (3) Given the reactants C(=O)([O-])O.[Na+].[S:6]=[C:7]1[NH:12][C:11]2[CH:13]=[CH:14][NH:15][C:10]=2[C:9](=[O:16])[N:8]1[C:17]1[CH:22]=[CH:21][C:20]([O:23][CH2:24][C:25]([F:28])([F:27])[F:26])=[CH:19][CH:18]=1.Cl.Cl[CH2:31][CH2:32][CH2:33][N:34]1[CH2:39][CH2:38][O:37][CH2:36][CH2:35]1.[I-].[Na+], predict the reaction product. The product is: [N:34]1([CH2:33][CH2:32][CH2:31][S:6][C:7]2[N:8]([C:17]3[CH:18]=[CH:19][C:20]([O:23][CH2:24][C:25]([F:28])([F:27])[F:26])=[CH:21][CH:22]=3)[C:9](=[O:16])[C:10]3[NH:15][CH:14]=[CH:13][C:11]=3[N:12]=2)[CH2:39][CH2:38][O:37][CH2:36][CH2:35]1. (4) Given the reactants [NH3:1].[C:2]([C:4]1[CH:5]=[C:6]([CH:10]=[CH:11][CH:12]=1)[C:7](Cl)=[O:8])#[N:3], predict the reaction product. The product is: [C:2]([C:4]1[CH:5]=[C:6]([CH:10]=[CH:11][CH:12]=1)[C:7]([NH2:1])=[O:8])#[N:3]. (5) Given the reactants Br[C:2]1[S:6][C:5]2[CH2:7][CH2:8][CH2:9][CH2:10][C:4]=2[C:3]=1[C:11]([NH:13][C:14]1[CH:19]=[CH:18][C:17]([F:20])=[CH:16][C:15]=1[SH:21])=[O:12].C(=O)([O-])[O-].[K+].[K+], predict the reaction product. The product is: [F:20][C:17]1[CH:18]=[CH:19][C:14]2[NH:13][C:11](=[O:12])[C:3]3[C:4]4[CH2:10][CH2:9][CH2:8][CH2:7][C:5]=4[S:6][C:2]=3[S:21][C:15]=2[CH:16]=1. (6) Given the reactants [F:1][C:2]([F:15])([F:14])[C:3]1[CH:8]=[CH:7][CH:6]=[CH:5][C:4]=1[CH:9]([CH2:12][OH:13])[C:10]#[N:11].[C:16](OCC)(=[O:18])[CH3:17], predict the reaction product. The product is: [C:16]([O:13][CH2:12][CH:9]([C:4]1[CH:5]=[CH:6][CH:7]=[CH:8][C:3]=1[C:2]([F:14])([F:15])[F:1])[C:10]#[N:11])(=[O:18])[CH3:17]. (7) Given the reactants C([Li])CCC.C(NC(C)C)(C)C.[F:13][C:14]1([F:25])[CH2:19][CH2:18][CH:17]([C:20]([O:22][CH2:23][CH3:24])=[O:21])[CH2:16][CH2:15]1.O=O.[OH:28]S([O-])=O.[Na+], predict the reaction product. The product is: [F:13][C:14]1([F:25])[CH2:15][CH2:16][C:17]([OH:28])([C:20]([O:22][CH2:23][CH3:24])=[O:21])[CH2:18][CH2:19]1.